Dataset: Experimentally validated miRNA-target interactions with 360,000+ pairs, plus equal number of negative samples. Task: Binary Classification. Given a miRNA mature sequence and a target amino acid sequence, predict their likelihood of interaction. (1) The miRNA is hsa-miR-379-5p with sequence UGGUAGACUAUGGAACGUAGG. The protein sequence of the target gene is MQPQSVLHSGYFHPLLRAWQTATTTLNASNLIYPIFVTDVPDDIQPITSLPGVARYGVKRLEEMLRPLVEEGLRCVLIFGVPSRVPKDERGSAADSEESPAIEAIHLLRKTFPNLLVACDVCLCPYTSHGHCGLLSENGAFRAEESRQRLAEVALAYAKAGCQVVAPSDMMDGRVEAIKEALMAHGLGNRVSVMSYSAKFASCFYGPFRDAAKSSPAFGDRRCYQLPPGARGLALRAVDRDVREGADMLMVKPGMPYLDIVREVKDKHPDLPLAVYHVSGEFAMLWHGAQAGAFDLKAAV.... Result: 0 (no interaction). (2) The miRNA is hsa-miR-1306-5p with sequence CCACCUCCCCUGCAAACGUCCA. The protein sequence of the target gene is MPGPPALRRRLLLLLLVLLIAGSAGAAPLPQTGAGEAPPAAEVSSSFVILCVCSLIILIVLIANCVSCCKDPEIDFKEFEDNFDDEIDFTPPAEDTPSVQSPAEVFTLSVPNISLPAPSQFQPSVEGLKSQVARHSLNYIQEIGNGWFGKVLLGEIYTGTSVARVIVKELKASANPKEQDTFLKNGEPYYILQHPNILQCVGQCVEAIPYLLVFEFCDLGDLKAYLRSEQEHMRGDSQTMLLQRMACEVAAGLAAMHKLHFLHSDLALRNCFLTSDLNVKVGDYGIGFSRYKEDYIETDD.... Result: 1 (interaction).